From a dataset of Forward reaction prediction with 1.9M reactions from USPTO patents (1976-2016). Predict the product of the given reaction. (1) Given the reactants C(Cl)(=O)C(Cl)=O.[CH3:7][O:8][C:9]1[CH:17]=[CH:16][CH:15]=[CH:14][C:10]=1[C:11]([OH:13])=O.[NH2:18][C:19]1[CH:31]=[C:30]([O:32][C:33]2[CH:38]=[CH:37][CH:36]=[CH:35][CH:34]=2)[CH:29]=[CH:28][C:20]=1[C:21]([O:23][C:24]([CH3:27])([CH3:26])[CH3:25])=[O:22].C(=O)([O-])O.[Na+], predict the reaction product. The product is: [CH3:7][O:8][C:9]1[CH:17]=[CH:16][CH:15]=[CH:14][C:10]=1[C:11]([NH:18][C:19]1[CH:31]=[C:30]([O:32][C:33]2[CH:38]=[CH:37][CH:36]=[CH:35][CH:34]=2)[CH:29]=[CH:28][C:20]=1[C:21]([O:23][C:24]([CH3:25])([CH3:26])[CH3:27])=[O:22])=[O:13]. (2) Given the reactants [N:1]1([CH2:6][C:7]([C:9]2[CH:14]=[CH:13][C:12]([O:15][C:16]([F:19])([F:18])[F:17])=[CH:11][CH:10]=2)=O)[CH2:5][CH2:4][CH2:3][CH2:2]1.Cl.[NH2:21][OH:22].C(N(CC)CC)C, predict the reaction product. The product is: [OH:22][N:21]=[C:7]([C:9]1[CH:14]=[CH:13][C:12]([O:15][C:16]([F:19])([F:18])[F:17])=[CH:11][CH:10]=1)[CH2:6][N:1]1[CH2:5][CH2:4][CH2:3][CH2:2]1.